This data is from Catalyst prediction with 721,799 reactions and 888 catalyst types from USPTO. The task is: Predict which catalyst facilitates the given reaction. (1) Reactant: [CH3:1][C:2]1[NH:3][C:4]2[C:9]([CH:10]=1)=[CH:8][C:7]([N:11]=[CH:12][N:13]([CH2:15][CH3:16])[CH3:14])=[CH:6][CH:5]=2.CC([O-])(C)C.[K+].C1OCCOCCOCCOCCOCCOC1.[CH3:41][O:42][N:43]=[C:44]([CH2:47][O:48][C:49]1[C:54]([F:55])=[CH:53][CH:52]=[CH:51][C:50]=1[Cl:56])[CH2:45]Cl. Product: [Cl:56][C:50]1[CH:51]=[CH:52][CH:53]=[C:54]([F:55])[C:49]=1[O:48][CH2:47][C:44](=[N:43][O:42][CH3:41])[CH2:45][N:3]1[C:4]2[C:9](=[CH:8][C:7]([N:11]=[CH:12][N:13]([CH2:15][CH3:16])[CH3:14])=[CH:6][CH:5]=2)[CH:10]=[C:2]1[CH3:1]. The catalyst class is: 58. (2) Reactant: [NH2:1][C:2]1[C:3]([Cl:9])=[N:4][CH:5]=[C:6]([Br:8])[CH:7]=1.N1C=CC=CC=1.[C:16]1([S:22](Cl)(=[O:24])=[O:23])[CH:21]=[CH:20][CH:19]=[CH:18][CH:17]=1. Product: [Br:8][C:6]1[CH:7]=[C:2]([NH:1][S:22]([C:16]2[CH:21]=[CH:20][CH:19]=[CH:18][CH:17]=2)(=[O:24])=[O:23])[C:3]([Cl:9])=[N:4][CH:5]=1. The catalyst class is: 4. (3) Reactant: Cl.[Cl:2][C:3]1[CH:4]=[CH:5][C:6]2[CH2:12][CH2:11][NH:10][CH2:9][C@H:8]([CH3:13])[C:7]=2[CH:14]=1.C(N(CC)CC)C.[C:22](Cl)(=[O:24])[CH3:23]. Product: [Cl:2][C:3]1[CH:4]=[CH:5][C:6]2[CH2:12][CH2:11][N:10]([C:22](=[O:24])[CH3:23])[CH2:9][C@H:8]([CH3:13])[C:7]=2[CH:14]=1. The catalyst class is: 2. (4) Reactant: [Cl:1][C:2]1[CH:3]=[C:4]2[C:12](=[CH:13][C:14]=1[Cl:15])[N:11](S(C1C=CC(C)=CC=1)(=O)=O)[C:10]1[C:9]([C:31]([F:34])([F:33])[F:32])([O:26][Si](C)(C)C)[CH:8]([F:35])[CH2:7][CH2:6][C:5]2=1.[OH-].[K+]. Product: [Cl:1][C:2]1[CH:3]=[C:4]2[C:12](=[CH:13][C:14]=1[Cl:15])[NH:11][C:10]1[C:9]([C:31]([F:32])([F:34])[F:33])([OH:26])[CH:8]([F:35])[CH2:7][CH2:6][C:5]2=1. The catalyst class is: 6. (5) Reactant: Cl[C:2]1[C:11]([CH:12]=[O:13])=[CH:10][C:9]2[C:4](=[C:5]([CH3:14])[CH:6]=[CH:7][CH:8]=2)[N:3]=1.C(=O)([O-])[O-].[K+].[K+].[CH:21]1([CH2:24][NH:25][CH2:26][CH:27]2[CH2:29][CH2:28]2)[CH2:23][CH2:22]1. Product: [CH:21]1([CH2:24][N:25]([CH2:26][CH:27]2[CH2:29][CH2:28]2)[C:2]2[C:11]([CH:12]=[O:13])=[CH:10][C:9]3[C:4](=[C:5]([CH3:14])[CH:6]=[CH:7][CH:8]=3)[N:3]=2)[CH2:23][CH2:22]1. The catalyst class is: 3. (6) Reactant: [OH:1][CH2:2][CH2:3][CH2:4][NH:5][C:6]1[CH:11]=[CH:10][CH:9]=[CH:8][N+:7]=1[O-].O[C:14]1[CH:30]=[CH:29][C:17]2[CH2:18][CH:19]([CH2:24][C:25]([O:27]C)=[O:26])[C:20](=[O:23])[NH:21][CH2:22][C:16]=2[CH:15]=1.C1(P(C2C=CC=CC=2)C2C=CC=CC=2)C=CC=CC=1.N(C(OCC)=O)=NC(OCC)=O. Product: [N:7]1[CH:8]=[CH:9][CH:10]=[CH:11][C:6]=1[NH:5][CH2:4][CH2:3][CH2:2][O:1][C:14]1[CH:30]=[CH:29][C:17]2[CH2:18][CH:19]([CH2:24][C:25]([OH:27])=[O:26])[C:20](=[O:23])[NH:21][CH2:22][C:16]=2[CH:15]=1. The catalyst class is: 198. (7) Reactant: O[C:2]1[N:3]=[C:4]2[NH:11][C@:10]([CH3:16])([C:12]([F:15])([F:14])[F:13])[CH2:9][N:5]2[C:6](=[O:8])[CH:7]=1.P(Cl)(Cl)([Cl:19])=O. Product: [Cl:19][C:2]1[N:3]=[C:4]2[NH:11][C@:10]([CH3:16])([C:12]([F:15])([F:14])[F:13])[CH2:9][N:5]2[C:6](=[O:8])[CH:7]=1. The catalyst class is: 26. (8) Product: [F:6][C:7]1[CH:12]=[C:11]([F:13])[CH:10]=[CH:9][C:8]=1[C:14]1[CH:19]=[CH:18][C:5]2[O:4][C:2](=[O:3])[N:23]([C:24]3[CH:29]=[CH:28][C:27]([C:30]([F:31])([F:32])[F:33])=[CH:26][CH:25]=3)[C:21](=[O:22])[C:16]=2[CH:15]=1. Reactant: Cl[C:2]([O:4][CH3:5])=[O:3].[F:6][C:7]1[CH:12]=[C:11]([F:13])[CH:10]=[CH:9][C:8]=1[C:14]1[CH:19]=[CH:18]C(O)=[C:16]([C:21]([NH:23][C:24]2[CH:29]=[CH:28][C:27]([C:30]([F:33])([F:32])[F:31])=[CH:26][CH:25]=2)=[O:22])[CH:15]=1.Cl. The catalyst class is: 860. (9) Reactant: [Cl:1][C:2]1[CH:7]=[CH:6][C:5]([CH2:8][C:9]2[C:18]3[C:13](=[CH:14][CH:15]=[CH:16][CH:17]=3)[C:12](=[O:19])[N:11]([CH:20]3[CH2:26][CH2:25][CH2:24][N:23]([CH2:27][C:28]4[CH:33]=[CH:32][C:31]([O:34][CH2:35][CH2:36][CH2:37]Cl)=[CH:30][CH:29]=4)[CH2:22][CH2:21]3)[N:10]=2)=[CH:4][CH:3]=1.[I-].[Na+]. Product: [Cl:1][C:2]1[CH:3]=[CH:4][C:5]([CH2:8][C:9]2[C:18]3[C:13](=[CH:14][CH:15]=[CH:16][CH:17]=3)[C:12](=[O:19])[N:11]([CH:20]3[CH2:26][CH2:25][CH2:24][N:23]([CH2:27][C:28]4[CH:33]=[CH:32][C:31]([O:34][CH2:35][CH2:36][CH2:37][N:23]5[CH2:24][CH2:25][CH2:26][CH2:20][CH2:21][CH2:22]5)=[CH:30][CH:29]=4)[CH2:22][CH2:21]3)[N:10]=2)=[CH:6][CH:7]=1. The catalyst class is: 131. (10) Reactant: N[CH:2]1[CH2:7][CH2:6][CH2:5][N:4]([CH2:8]/[CH:9]=[CH:10]/[C:11]2[C:12]3[C:13]4[CH:25]=[CH:24][S:23][C:14]=4[C:15](=[O:22])[NH:16][C:17]=3[CH:18]=[CH:19][C:20]=2[OH:21])[CH2:3]1.[CH2:26]=O.[C:28]([BH3-])#[N:29].[Na+]. Product: [CH3:26][N:29]([CH3:28])[CH:2]1[CH2:7][CH2:6][CH2:5][N:4]([CH2:8]/[CH:9]=[CH:10]/[C:11]2[C:12]3[C:13]4[CH:25]=[CH:24][S:23][C:14]=4[C:15](=[O:22])[NH:16][C:17]=3[CH:18]=[CH:19][C:20]=2[OH:21])[CH2:3]1. The catalyst class is: 5.